Dataset: Reaction yield outcomes from USPTO patents with 853,638 reactions. Task: Predict the reaction yield, written as a fraction of the theoretical maximum amount of product (1.0 means a 100% yield; for example, 0.34 means a 34% yield). The reactants are [NH2:1][C:2]1[NH:7][C:6](=[O:8])[C:5]2=[CH:9][N:10]=[C:11]([C@H:12]3[CH2:17][CH2:16][C@H:15]([C:18]([O:20][CH3:21])=[O:19])[CH2:14][CH2:13]3)[N:4]2[N:3]=1.[I:22]N1C(=O)CCC1=O. The catalyst is CN(C=O)C. The product is [NH2:1][C:2]1[NH:7][C:6](=[O:8])[C:5]2=[C:9]([I:22])[N:10]=[C:11]([C@H:12]3[CH2:13][CH2:14][C@H:15]([C:18]([O:20][CH3:21])=[O:19])[CH2:16][CH2:17]3)[N:4]2[N:3]=1. The yield is 0.799.